The task is: Predict the reactants needed to synthesize the given product.. This data is from Retrosynthesis with 50K atom-mapped reactions and 10 reaction types from USPTO. (1) Given the product CN(C(=O)N(C)[C@@H]1CCN(C2CCN(C(=O)OC(C)(C)C)CC2)C[C@H]1c1ccc(F)cc1)c1cc(C(F)(F)F)cc(C(F)(F)F)c1, predict the reactants needed to synthesize it. The reactants are: CC(C)(C)OC(=O)N1CCC(=O)CC1.CN(C(=O)N(C)[C@@H]1CCNC[C@H]1c1ccc(F)cc1)c1cc(C(F)(F)F)cc(C(F)(F)F)c1. (2) Given the product CC(C)(C)OC(=O)CN1CC(c2cccs2)SCC(N)C1=O, predict the reactants needed to synthesize it. The reactants are: CC(C)(C)OC(=O)CN1CC(c2cccs2)SCC(N2C(=O)c3ccccc3C2=O)C1=O. (3) Given the product CC(C)(C)C(=O)SC/C(=C/c1ccccc1)C(=O)NCCC(=O)OCc1ccccc1, predict the reactants needed to synthesize it. The reactants are: CC(C)(C)C(=O)SC/C(=C/c1ccccc1)C(=O)O.NCCC(=O)OCc1ccccc1. (4) Given the product C[C@H]1[C@@H](C#N)CCN1c1ccc(C#N)c2ccccc12, predict the reactants needed to synthesize it. The reactants are: C[C@H]1[C@@H](C(N)=O)CCN1c1ccc(C#N)c2ccccc12.